Dataset: NCI-60 drug combinations with 297,098 pairs across 59 cell lines. Task: Regression. Given two drug SMILES strings and cell line genomic features, predict the synergy score measuring deviation from expected non-interaction effect. (1) Drug 1: CN(C)N=NC1=C(NC=N1)C(=O)N. Drug 2: COCCOC1=C(C=C2C(=C1)C(=NC=N2)NC3=CC=CC(=C3)C#C)OCCOC.Cl. Cell line: HCC-2998. Synergy scores: CSS=-3.27, Synergy_ZIP=1.38, Synergy_Bliss=-1.27, Synergy_Loewe=-4.94, Synergy_HSA=-4.75. (2) Drug 1: CCC1(CC2CC(C3=C(CCN(C2)C1)C4=CC=CC=C4N3)(C5=C(C=C6C(=C5)C78CCN9C7C(C=CC9)(C(C(C8N6C=O)(C(=O)OC)O)OC(=O)C)CC)OC)C(=O)OC)O.OS(=O)(=O)O. Drug 2: C1CC(=O)NC(=O)C1N2C(=O)C3=CC=CC=C3C2=O. Cell line: 786-0. Synergy scores: CSS=-2.36, Synergy_ZIP=0.239, Synergy_Bliss=-1.44, Synergy_Loewe=-3.66, Synergy_HSA=-3.52. (3) Drug 1: CC(C1=C(C=CC(=C1Cl)F)Cl)OC2=C(N=CC(=C2)C3=CN(N=C3)C4CCNCC4)N. Drug 2: C1=CC=C(C=C1)NC(=O)CCCCCCC(=O)NO. Cell line: M14. Synergy scores: CSS=0.262, Synergy_ZIP=0.692, Synergy_Bliss=1.72, Synergy_Loewe=-5.23, Synergy_HSA=-2.15. (4) Drug 1: CN(CCCl)CCCl.Cl. Drug 2: CCN(CC)CCCC(C)NC1=C2C=C(C=CC2=NC3=C1C=CC(=C3)Cl)OC. Cell line: HCT-15. Synergy scores: CSS=35.8, Synergy_ZIP=3.27, Synergy_Bliss=8.78, Synergy_Loewe=2.82, Synergy_HSA=7.10. (5) Drug 1: C1=CC(=CC=C1CCCC(=O)O)N(CCCl)CCCl. Drug 2: N.N.Cl[Pt+2]Cl. Cell line: HS 578T. Synergy scores: CSS=9.39, Synergy_ZIP=-5.02, Synergy_Bliss=-6.17, Synergy_Loewe=-8.67, Synergy_HSA=-7.73.